This data is from Catalyst prediction with 721,799 reactions and 888 catalyst types from USPTO. The task is: Predict which catalyst facilitates the given reaction. (1) Reactant: N#N.[I-].[CH:4]([P+](C1C=CC=CC=1)(C1C=CC=CC=1)C1C=CC=CC=1)([CH3:6])[CH3:5].[Li]CCCC.C(=O)=O.[CH3:34][C:35]1([CH3:44])[O:39][C@@H:38]2[CH2:40]O[CH:42]([OH:43])[C@@H:37]2[O:36]1. Product: [CH3:44][C:35]1([CH3:34])[O:36][C@H:37]([CH2:42][OH:43])[C@H:38]([CH:40]=[C:4]([CH3:6])[CH3:5])[O:39]1. The catalyst class is: 1. (2) Reactant: [CH2:1]([NH:8][C:9]([C:11]1[S:15][C:14]([CH:16]=[O:17])=[N:13][C:12]=1[CH3:18])=[O:10])[C:2]1[CH:7]=[CH:6][CH:5]=[CH:4][CH:3]=1.S([CH2:29][N+:30]#[C-:31])(C1C=CC(C)=CC=1)(=O)=O.C(=O)([O-])[O-].[K+].[K+]. Product: [CH2:1]([NH:8][C:9]([C:11]1[S:15][C:14]([C:16]2[O:17][CH:31]=[N:30][CH:29]=2)=[N:13][C:12]=1[CH3:18])=[O:10])[C:2]1[CH:7]=[CH:6][CH:5]=[CH:4][CH:3]=1. The catalyst class is: 5. (3) Reactant: [Cl:1][C:2]1[CH:7]=[CH:6][C:5]([N:8]2[CH2:13][CH2:12][NH:11][CH2:10][CH2:9]2)=[CH:4][CH:3]=1.[C:14]([OH:17])(=O)[CH3:15].Cl[C:19]1[N:20]=C(NC2C=C(C=CC=2)C(O)=O)C2[S:27][CH2:26][CH2:25][C:23]=2[N:24]=1. Product: [Cl:1][C:2]1[CH:3]=[CH:4][C:5]([N:8]2[CH2:13][CH2:12][N:11]([C:19]3[N:20]=[C:14]([OH:17])[C:15]4[S:27][CH2:26][CH2:25][C:23]=4[N:24]=3)[CH2:10][CH2:9]2)=[CH:6][CH:7]=1. The catalyst class is: 6. (4) Reactant: [CH2:1]1[C:9]2[C:4](=[CH:5][CH:6]=[CH:7][CH:8]=2)[CH:3]=[C:2]1B(O)O.[N:13]1[C:17]2[CH:18]=[CH:19][CH:20]=[CH:21][C:16]=2[NH:15][CH:14]=1. Product: [CH2:1]1[C:9]2[C:4](=[CH:5][CH:6]=[CH:7][CH:8]=2)[CH:3]=[C:2]1[N:13]1[C:17]2[CH:18]=[CH:19][CH:20]=[CH:21][C:16]=2[N:15]=[CH:14]1. The catalyst class is: 4. (5) Reactant: [O:1]=[C:2]1[C:10]2[C:5](=[CH:6][CH:7]=[CH:8][CH:9]=2)[C:4](=[O:11])[N:3]1[C:12]1[CH:13]=[C:14]([CH2:18][C:19](O)=[O:20])[CH:15]=[CH:16][CH:17]=1.[C:22](Cl)(=O)[C:23](Cl)=O.[Cl-].[Al+3].[Cl-].[Cl-].C(=O)([O-])[O-].[Na+].[Na+]. Product: [O:20]=[C:19]1[CH2:18][C:14]2[CH:13]=[C:12]([N:3]3[C:2](=[O:1])[C:10]4[C:5](=[CH:6][CH:7]=[CH:8][CH:9]=4)[C:4]3=[O:11])[CH:17]=[CH:16][C:15]=2[CH2:23][CH2:22]1. The catalyst class is: 59.